From a dataset of Full USPTO retrosynthesis dataset with 1.9M reactions from patents (1976-2016). Predict the reactants needed to synthesize the given product. (1) The reactants are: [CH3:1][O:2][C:3]1[CH:4]=[CH:5][C:6]2[CH:10]=[CH:9][S:8][C:7]=2[CH:11]=1.C([Li])CCC.[B:17](OC(C)C)([O:22]C(C)C)[O:18]C(C)C.Cl. Given the product [CH3:1][O:2][C:3]1[CH:4]=[CH:5][C:6]2[CH:10]=[C:9]([B:17]([OH:22])[OH:18])[S:8][C:7]=2[CH:11]=1, predict the reactants needed to synthesize it. (2) Given the product [ClH:1].[C:6](=[O:12])([O:7][CH:8]1[CH2:23][CH2:24][O:19][CH2:20][CH2:21]1)[O:5][CH2:2][CH2:18][NH:13][CH3:14], predict the reactants needed to synthesize it. The reactants are: [Cl:1][C:2]([O:5][C:6](=[O:12])[O:7][C:8](Cl)(Cl)Cl)(Cl)Cl.[N:13]1[CH:18]=CC=C[CH:14]=1.[O:19]1[CH2:24][CH2:23]C(O)[CH2:21][CH2:20]1.OCCN(C)C(=O)OC(C)(C)C. (3) Given the product [CH3:25][C:23]1([CH3:26])[CH2:22][O:21][C:20]([C:17]2[CH:18]=[CH:19][C:14]([CH2:5][C:6]3[CH:11]=[CH:10][CH:9]=[CH:8][C:7]=3[O:12][CH3:13])=[CH:15][CH:16]=2)=[N:24]1, predict the reactants needed to synthesize it. The reactants are: C(O[CH:5]([C:14]1[CH:19]=[CH:18][C:17]([C:20]2[O:21][CH2:22][C:23]([CH3:26])([CH3:25])[N:24]=2)=[CH:16][CH:15]=1)[C:6]1[CH:11]=[CH:10][CH:9]=[CH:8][C:7]=1[O:12][CH3:13])(=O)C.C([O-])=O.[NH4+]. (4) Given the product [CH3:36][N:37]1[CH2:42][CH2:41][N:40]([CH2:1][C:3]2[CH:4]=[C:5]([CH:33]=[CH:34][CH:35]=2)[C:6]([C:8]2[C:13]([C:14]([O:16][CH2:17][CH3:18])=[O:15])=[CH:12][N:11]=[C:10]([NH:19][C:20]3[CH:21]=[CH:22][C:23]([N:26]4[CH2:27][CH2:28][N:29]([CH3:32])[CH2:30][CH2:31]4)=[CH:24][CH:25]=3)[N:9]=2)=[O:7])[CH2:39][CH2:38]1, predict the reactants needed to synthesize it. The reactants are: [CH:1]([C:3]1[CH:4]=[C:5]([CH:33]=[CH:34][CH:35]=1)[C:6]([C:8]1[C:13]([C:14]([O:16][CH2:17][CH3:18])=[O:15])=[CH:12][N:11]=[C:10]([NH:19][C:20]2[CH:25]=[CH:24][C:23]([N:26]3[CH2:31][CH2:30][N:29]([CH3:32])[CH2:28][CH2:27]3)=[CH:22][CH:21]=2)[N:9]=1)=[O:7])=O.[CH3:36][N:37]1[CH2:42][CH2:41][NH:40][CH2:39][CH2:38]1.[BH3-]C#N.[Na+]. (5) Given the product [C:3]1(/[CH:2]=[CH:1]/[CH2:9][C:10]([O:12][CH3:13])=[O:11])[CH:8]=[CH:7][CH:6]=[CH:5][CH:4]=1, predict the reactants needed to synthesize it. The reactants are: [CH:1](/[CH2:9][C:10]([OH:12])=[O:11])=[CH:2]\[C:3]1[CH:8]=[CH:7][CH:6]=[CH:5][CH:4]=1.[CH3:13]S(O)(=O)=O.C[O-].[Na+]. (6) Given the product [NH2:8][C:5]1[CH:6]=[CH:7][C:2]([F:1])=[C:3]([N:11]2[CH2:15][CH2:14][CH2:13][C:12]2=[O:16])[CH:4]=1, predict the reactants needed to synthesize it. The reactants are: [F:1][C:2]1[CH:7]=[CH:6][C:5]([N+:8]([O-])=O)=[CH:4][C:3]=1[N:11]1[CH2:15][CH2:14][CH2:13][C:12]1=[O:16].[H][H]. (7) Given the product [CH3:30][O:31][C:6]([C:8]1([NH:17][C:18](=[O:29])[CH2:19][C:20]2[C:21]([CH3:28])=[CH:22][C:23]([CH3:27])=[CH:24][C:25]=2[CH3:26])[CH2:13][CH2:12][N:11]([O:14][CH2:15][CH3:16])[CH2:10][CH2:9]1)=[O:2], predict the reactants needed to synthesize it. The reactants are: S(=O)(=O)(O)[OH:2].[C:6]([C:8]1([NH:17][C:18](=[O:29])[CH2:19][C:20]2[C:25]([CH3:26])=[CH:24][C:23]([CH3:27])=[CH:22][C:21]=2[CH3:28])[CH2:13][CH2:12][N:11]([O:14][CH2:15][CH3:16])[CH2:10][CH2:9]1)#N.[C:30](=O)([O-])[O-:31].[Na+].[Na+]. (8) The reactants are: CN(CCN(C)C)C.[CH2:9]([Li])[CH2:10][CH2:11][CH3:12].[O:14]1[CH2:18][CH2:17][O:16][CH:15]1[C:19]1[N:20]([CH2:24][C:25]2[CH:30]=[CH:29][C:28]([F:31])=[CH:27][CH:26]=2)[CH:21]=[CH:22][N:23]=1.BrCC#CC. Given the product [O:16]1[CH2:17][CH2:18][O:14][CH:15]1[C:19]1[N:20]([CH:24]([C:25]2[CH:30]=[CH:29][C:28]([F:31])=[CH:27][CH:26]=2)[CH2:9][C:10]#[C:11][CH3:12])[CH:21]=[CH:22][N:23]=1, predict the reactants needed to synthesize it. (9) Given the product [C:1]([N:9]1[CH:14]=[CH:13][C:12](=[O:15])[CH2:11][CH:10]1[C:16]1[CH:17]=[C:18]([CH:19]=[CH:20][CH:21]=1)[C:53]#[N:55])(=[O:8])[C:2]1[CH:7]=[CH:6][CH:5]=[CH:4][CH:3]=1, predict the reactants needed to synthesize it. The reactants are: [C:1]([N:9]1[CH:14]=[CH:13][C:12](=[O:15])[CH2:11][CH:10]1[C:16]1[CH:21]=[CH:20][CH:19]=[C:18](Cl)[CH:17]=1)(=[O:8])[C:2]1[CH:7]=[CH:6][CH:5]=[CH:4][CH:3]=1.C1(C2C3C(=CC=CC=3)C=CC=2)C2C(=CC=CC=2)C=CC=1.C(PC(C)(C)C)(C)(C)C.C[C:53]([N:55](C)C)=O.